This data is from Reaction yield outcomes from USPTO patents with 853,638 reactions. The task is: Predict the reaction yield, written as a fraction of the theoretical maximum amount of product (1.0 means a 100% yield; for example, 0.34 means a 34% yield). (1) The reactants are CC1(C)C(C)(C)OB([C:9]2[CH:10]=[C:11]([CH:20]=[CH:21][CH:22]=2)[O:12][CH2:13][C:14]2[CH:19]=[CH:18][N:17]=[CH:16][CH:15]=2)O1.C(OC([N:31]([C:48]1[CH:53]=[CH:52][N:51]=[C:50](Cl)[N:49]=1)[C:32]1[CH:33]=[C:34]2[C:38](=[CH:39][CH:40]=1)[N:37](C(OC(C)(C)C)=O)[N:36]=[CH:35]2)=O)(C)(C)C.C([O-])([O-])=O.[Na+].[Na+].CC(OC(OC(OC(C)(C)C)=O)=O)(C)C. The catalyst is CCO.O.Cl[Pd](Cl)([P](C1C=CC=CC=1)(C1C=CC=CC=1)C1C=CC=CC=1)[P](C1C=CC=CC=1)(C1C=CC=CC=1)C1C=CC=CC=1. The product is [N:17]1[CH:16]=[CH:15][C:14]([CH2:13][O:12][C:11]2[CH:10]=[C:9]([C:50]3[N:49]=[C:48]([NH:31][C:32]4[CH:33]=[C:34]5[C:38](=[CH:39][CH:40]=4)[NH:37][N:36]=[CH:35]5)[CH:53]=[CH:52][N:51]=3)[CH:22]=[CH:21][CH:20]=2)=[CH:19][CH:18]=1. The yield is 0.230. (2) The reactants are [OH:1][CH:2]1[C:27]2[C:19](=[CH:20][C:21]3[O:25][CH2:24][O:23][C:22]=3[CH:26]=2)[C:4]2([C:12]3[C:7](=[CH:8][CH:9]=[CH:10][CH:11]=3)[N:6]([CH2:13][CH2:14][CH2:15][CH2:16][CH3:17])[C:5]2=[O:18])[CH2:3]1.[H-].[Na+].I[CH3:31].O. The catalyst is C1COCC1. The product is [CH3:31][O:1][CH:2]1[C:27]2[C:19](=[CH:20][C:21]3[O:25][CH2:24][O:23][C:22]=3[CH:26]=2)[C:4]2([C:12]3[C:7](=[CH:8][CH:9]=[CH:10][CH:11]=3)[N:6]([CH2:13][CH2:14][CH2:15][CH2:16][CH3:17])[C:5]2=[O:18])[CH2:3]1. The yield is 0.570. (3) The reactants are [CH3:1][Mg+].[Br-].[F:4][C:5]1[CH:10]=[C:9]([N:11]2[CH:15]=[CH:14][CH:13]=[N:12]2)[CH:8]=[CH:7][C:6]=1[N:16]1[CH:21]=[C:20]([O:22][CH3:23])[C:19](=[O:24])[C:18]([C:25](N(OC)C)=[O:26])=[N:17]1. The catalyst is C1COCC1. The product is [C:25]([C:18]1[C:19](=[O:24])[C:20]([O:22][CH3:23])=[CH:21][N:16]([C:6]2[CH:7]=[CH:8][C:9]([N:11]3[CH:15]=[CH:14][CH:13]=[N:12]3)=[CH:10][C:5]=2[F:4])[N:17]=1)(=[O:26])[CH3:1]. The yield is 0.720. (4) The reactants are [N:1]([O-])=O.[Na+].[NH2:5][C:6]1[CH:7]=[CH:8][C:9]([O:12][CH3:13])=[N:10][CH:11]=1.C([O:16][C:17](=[O:34])[CH:18]([NH:24][C:25]([C:27]1[CH:32]=[CH:31][C:30]([CH3:33])=[CH:29][N:28]=1)=O)C(OCC)=O)C.C(=O)([O-])[O-].[K+].[K+]. The catalyst is O.C(O)(=O)C.Cl.CC(C)=O.C(OCC)(=O)C. The product is [CH3:13][O:12][C:9]1[N:10]=[CH:11][C:6]([N:5]2[C:25]([C:27]3[CH:32]=[CH:31][C:30]([CH3:33])=[CH:29][N:28]=3)=[N:24][C:18]([C:17]([OH:16])=[O:34])=[N:1]2)=[CH:7][CH:8]=1. The yield is 0.210. (5) The reactants are [C:1]([NH:4][C:5]1[CH:10]=[CH:9][C:8]([C@@H:11]([CH3:16])[C:12]([O:14][CH3:15])=[O:13])=[CH:7][CH:6]=1)(=[S:3])[NH2:2].Br[CH2:18][C:19](=O)[C:20]([F:23])([F:22])[F:21]. The catalyst is O1CCOCC1. The product is [F:21][C:20]([F:23])([F:22])[C:19]1[N:2]=[C:1]([NH:4][C:5]2[CH:6]=[CH:7][C:8]([C@@H:11]([CH3:16])[C:12]([O:14][CH3:15])=[O:13])=[CH:9][CH:10]=2)[S:3][CH:18]=1. The yield is 0.800. (6) The reactants are [CH2:1]([C:3]1[C:11]2[C:6](=[C:7]([OH:17])[CH:8]=[C:9]([C:12]([O:14][CH2:15][CH3:16])=[O:13])[CH:10]=2)[NH:5][N:4]=1)[CH3:2].[H-].[Na+].I[CH3:21].[CH3:22][N:23]([CH:25]=O)[CH3:24]. The catalyst is CCOC(C)=O.C([O-])(O)=O.[Na+]. The product is [CH2:1]([C:3]1[C:11]2[C:6](=[C:7]([O:17][CH3:22])[CH:8]=[C:9]([C:12]([O-:14])=[O:13])[CH:10]=2)[NH:5][N:4]=1)[CH3:2].[CH2:1]([C:3]1[C:11]2[C:25](=[C:7]([O:17][CH3:21])[CH:8]=[C:9]([C:12]([O:14][CH2:15][CH3:16])=[O:13])[CH:10]=2)[N:23]([CH3:24])[N:4]=1)[CH3:2]. The yield is 0.410. (7) The reactants are [F:1][CH:2]([F:35])[O:3][C:4]1[CH:5]=[C:6]([CH:14]([N:19]2[CH2:27][C:26]3[C:21](=[C:22]([NH:28][C:29]([CH:31]4[CH2:33][CH2:32]4)=[O:30])[CH:23]=[CH:24][CH:25]=3)[C:20]2=[O:34])[CH2:15][C:16](O)=[O:17])[CH:7]=[CH:8][C:9]=1[O:10][CH:11]([F:13])[F:12].C(N1C=CN=C1)([N:38]1C=CN=C1)=O.[OH-].[NH4+].O. The catalyst is O1CCCC1. The product is [F:1][CH:2]([F:35])[O:3][C:4]1[CH:5]=[C:6]([CH:14]([N:19]2[C:20](=[O:34])[C:21]3[C:26](=[CH:25][CH:24]=[CH:23][C:22]=3[NH:28][C:29]([CH:31]3[CH2:33][CH2:32]3)=[O:30])[CH2:27]2)[CH2:15][C:16](=[O:17])[NH2:38])[CH:7]=[CH:8][C:9]=1[O:10][CH:11]([F:13])[F:12]. The yield is 0.460. (8) The reactants are [Cl:1][C:2]1[CH:3]=[C:4]([CH2:14][N:15]2[C:19]([CH3:20])=[CH:18][C:17]([NH:21][C:22](=[O:31])[C:23]3[CH:28]=[CH:27][C:26]([CH:29]=O)=[CH:25][CH:24]=3)=[N:16]2)[C:5]2[O:9][C:8]([CH:10]([CH3:12])[CH3:11])=[CH:7][C:6]=2[CH:13]=1.[CH2:32]([NH2:34])[CH3:33].C(O)(=O)C.C(O[BH-](OC(=O)C)OC(=O)C)(=O)C.[Na+]. The catalyst is C(Cl)Cl. The product is [Cl:1][C:2]1[CH:3]=[C:4]([CH2:14][N:15]2[C:19]([CH3:20])=[CH:18][C:17]([NH:21][C:22](=[O:31])[C:23]3[CH:24]=[CH:25][C:26]([CH2:29][NH:34][CH2:32][CH3:33])=[CH:27][CH:28]=3)=[N:16]2)[C:5]2[O:9][C:8]([CH:10]([CH3:12])[CH3:11])=[CH:7][C:6]=2[CH:13]=1. The yield is 0.610. (9) The reactants are [ClH:1].[NH2:2][CH:3]([C:7]1[N:8]=[C:9]([CH3:13])[O:10][C:11]=1[CH3:12])[C:4]([OH:6])=[O:5].Cl.[CH3:15]O. No catalyst specified. The product is [ClH:1].[NH2:2][CH:3]([C:7]1[N:8]=[C:9]([CH3:13])[O:10][C:11]=1[CH3:12])[C:4]([O:6][CH3:15])=[O:5]. The yield is 0.840.